Dataset: NCI-60 drug combinations with 297,098 pairs across 59 cell lines. Task: Regression. Given two drug SMILES strings and cell line genomic features, predict the synergy score measuring deviation from expected non-interaction effect. (1) Drug 1: CC1C(C(=O)NC(C(=O)N2CCCC2C(=O)N(CC(=O)N(C(C(=O)O1)C(C)C)C)C)C(C)C)NC(=O)C3=C4C(=C(C=C3)C)OC5=C(C(=O)C(=C(C5=N4)C(=O)NC6C(OC(=O)C(N(C(=O)CN(C(=O)C7CCCN7C(=O)C(NC6=O)C(C)C)C)C)C(C)C)C)N)C. Drug 2: CCC(=C(C1=CC=CC=C1)C2=CC=C(C=C2)OCCN(C)C)C3=CC=CC=C3.C(C(=O)O)C(CC(=O)O)(C(=O)O)O. Cell line: SR. Synergy scores: CSS=97.1, Synergy_ZIP=44.4, Synergy_Bliss=44.3, Synergy_Loewe=17.7, Synergy_HSA=41.7. (2) Drug 1: CC1C(C(CC(O1)OC2CC(CC3=C2C(=C4C(=C3O)C(=O)C5=C(C4=O)C(=CC=C5)OC)O)(C(=O)CO)O)N)O.Cl. Drug 2: CC1C(C(CC(O1)OC2CC(CC3=C2C(=C4C(=C3O)C(=O)C5=C(C4=O)C(=CC=C5)OC)O)(C(=O)C)O)N)O.Cl. Cell line: DU-145. Synergy scores: CSS=30.4, Synergy_ZIP=-2.15, Synergy_Bliss=-3.65, Synergy_Loewe=-14.4, Synergy_HSA=-2.67.